From a dataset of Catalyst prediction with 721,799 reactions and 888 catalyst types from USPTO. Predict which catalyst facilitates the given reaction. (1) Product: [Br:3][C:4]1[CH:12]=[CH:11][C:10]2[C:6](=[C:7]([CH3:13])[N:8]([CH2:14][CH2:15][CH3:16])[N:9]=2)[CH:5]=1. The catalyst class is: 9. Reactant: [H-].[Na+].[Br:3][C:4]1[CH:5]=[C:6]2[C:10](=[CH:11][CH:12]=1)[NH:9][N:8]=[C:7]2[CH3:13].[CH2:14](I)[CH2:15][CH3:16].[Cl-].[NH4+]. (2) Reactant: [F:1][C:2]1[C:7]([S:8]([C:11]([F:14])([F:13])[F:12])(=[O:10])=[O:9])=[CH:6][CH:5]=[CH:4][C:3]=1[CH:15]1[CH2:20][CH2:19][NH:18][CH2:17][CH2:16]1.C(=O)([O-])[O-].[K+].[K+].I[CH2:28][CH2:29][CH3:30].CS(OC1C=CC=C(C2CCNCC2)C=1F)(=O)=O. Product: [F:1][C:2]1[C:7]([S:8]([C:11]([F:14])([F:13])[F:12])(=[O:9])=[O:10])=[CH:6][CH:5]=[CH:4][C:3]=1[CH:15]1[CH2:20][CH2:19][N:18]([CH2:28][CH2:29][CH3:30])[CH2:17][CH2:16]1. The catalyst class is: 10. (3) Reactant: [C-:1]#[N:2].[Na+].Cl[CH2:5][C:6]1[CH:11]=[CH:10][CH:9]=[C:8]([O:12][CH2:13][C:14]([F:17])([F:16])[F:15])[N:7]=1.C(=O)([O-])O.[Na+]. Product: [F:15][C:14]([F:17])([F:16])[CH2:13][O:12][C:8]1[N:7]=[C:6]([CH2:5][C:1]#[N:2])[CH:11]=[CH:10][CH:9]=1. The catalyst class is: 16. (4) Reactant: [Cl:1][C:2]1[C:10]([O:11][CH2:12][CH2:13][CH2:14]Cl)=[CH:9][C:8]([C:16]2[N:17]([C:32]([O:34][C:35]([CH3:38])([CH3:37])[CH3:36])=[O:33])[C:18]3[C:23]([CH:24]=2)=[CH:22][C:21]([CH2:25][N:26]2[CH2:31][CH2:30][CH2:29][CH2:28][CH2:27]2)=[CH:20][CH:19]=3)=[C:7]2[C:3]=1[CH2:4][NH:5][C:6]2=[O:39].[CH3:40][N:41]1[CH2:46][CH2:45][NH:44][CH2:43][CH2:42]1.O. Product: [Cl:1][C:2]1[C:10]([O:11][CH2:12][CH2:13][CH2:14][N:44]2[CH2:45][CH2:46][N:41]([CH3:40])[CH2:42][CH2:43]2)=[CH:9][C:8]([C:16]2[N:17]([C:32]([O:34][C:35]([CH3:38])([CH3:37])[CH3:36])=[O:33])[C:18]3[C:23]([CH:24]=2)=[CH:22][C:21]([CH2:25][N:26]2[CH2:27][CH2:28][CH2:29][CH2:30][CH2:31]2)=[CH:20][CH:19]=3)=[C:7]2[C:3]=1[CH2:4][NH:5][C:6]2=[O:39]. The catalyst class is: 80. (5) Reactant: [O-]P([O-])([O-])=O.[K+].[K+].[K+].O[CH:10](S([O-])(=O)=O)[CH2:11][CH2:12][C:13]1[CH:18]=[CH:17][C:16]([C:19]2[CH:24]=[CH:23][CH:22]=[CH:21][CH:20]=2)=[C:15]([CH3:25])[CH:14]=1.[Na+].[C:31]([O:35][C:36](=[O:50])[CH2:37][CH:38](P(OCC)(OCC)=O)[C:39]([OH:41])=[O:40])([CH3:34])([CH3:33])[CH3:32].CC(C)([O-])C.[Na+].C(O)(=O)CC(CC(O)=O)(C(O)=O)O.[C:70]12([NH2:80])[CH2:79][CH:74]3[CH2:75][CH:76]([CH2:78][CH:72]([CH2:73]3)[CH2:71]1)[CH2:77]2. Product: [C:70]12([NH2:80])[CH2:77][CH:76]3[CH2:75][CH:74]([CH2:73][CH:72]([CH2:78]3)[CH2:71]1)[CH2:79]2.[C:31]([O:35][C:36](=[O:50])[CH2:37]/[C:38](=[CH:10]\[CH2:11][CH2:12][C:13]1[CH:18]=[CH:17][C:16]([C:19]2[CH:24]=[CH:23][CH:22]=[CH:21][CH:20]=2)=[C:15]([CH3:25])[CH:14]=1)/[C:39]([OH:41])=[O:40])([CH3:34])([CH3:32])[CH3:33]. The catalyst class is: 226.